From a dataset of Forward reaction prediction with 1.9M reactions from USPTO patents (1976-2016). Predict the product of the given reaction. (1) Given the reactants [F:1][C:2]1[CH:3]=[C:4]2[C:9](=[CH:10][CH:11]=1)[N:8]=[CH:7][C:6]([C:12]#[N:13])=[C:5]2[SH:14].[F:15][C:16]1[CH:25]=[CH:24][C:19]([C:20](=[O:23])[CH2:21]Br)=[CH:18][CH:17]=1.[OH-].[Na+], predict the reaction product. The product is: [NH2:13][C:12]1[C:6]2[CH:7]=[N:8][C:9]3[CH:10]=[CH:11][C:2]([F:1])=[CH:3][C:4]=3[C:5]=2[S:14][C:21]=1[C:20]([C:19]1[CH:24]=[CH:25][C:16]([F:15])=[CH:17][CH:18]=1)=[O:23]. (2) Given the reactants [F:1][C:2]1([F:36])[CH2:7][CH:6]([C:8]2[CH:13]=[CH:12][C:11]([C:14]([F:17])([F:16])[F:15])=[CH:10][CH:9]=2)[NH:5][CH:4]([C:18]2[CH:23]=[CH:22][C:21]([C:24]([F:27])([F:26])[F:25])=[CH:20][CH:19]=2)[CH:3]1[CH2:28][C:29]([O:31][C:32]([CH3:35])([CH3:34])[CH3:33])=[O:30].[CH2:37]=O.[CH3:39][C:40]([CH3:44])([CH3:43])[C:41]#[CH:42], predict the reaction product. The product is: [CH3:39][C:40]([CH3:44])([CH3:43])[C:41]#[C:42][CH2:37][N:5]1[CH:6]([C:8]2[CH:13]=[CH:12][C:11]([C:14]([F:17])([F:16])[F:15])=[CH:10][CH:9]=2)[CH2:7][C:2]([F:1])([F:36])[CH:3]([CH2:28][C:29]([O:31][C:32]([CH3:33])([CH3:35])[CH3:34])=[O:30])[CH:4]1[C:18]1[CH:23]=[CH:22][C:21]([C:24]([F:25])([F:26])[F:27])=[CH:20][CH:19]=1.